This data is from Reaction yield outcomes from USPTO patents with 853,638 reactions. The task is: Predict the reaction yield, written as a fraction of the theoretical maximum amount of product (1.0 means a 100% yield; for example, 0.34 means a 34% yield). The reactants are [Cu][C:2]#[N:3].Br[C:5]1[C:6]([Cl:17])=[CH:7][N:8]=[C:9]2[C:14]=1[N:13]=[C:12]([O:15][CH3:16])[CH:11]=[CH:10]2.[Cl-].[NH4+]. The catalyst is CN(C)C=O. The product is [Cl:17][C:6]1[CH:7]=[N:8][C:9]2[C:14]([C:5]=1[C:2]#[N:3])=[N:13][C:12]([O:15][CH3:16])=[CH:11][CH:10]=2. The yield is 0.620.